From a dataset of Forward reaction prediction with 1.9M reactions from USPTO patents (1976-2016). Predict the product of the given reaction. (1) Given the reactants C1(C)C=CC(S([N:10]([CH2:20][CH2:21][N:22](S(C2C=CC(C)=CC=2)(=O)=O)[CH2:23][CH2:24][N:25](S(C2C=CC(C)=CC=2)(=O)=O)[CH2:26][CH2:27][CH2:28][CH2:29][CH2:30][CH2:31][CH2:32][CH2:33][CH2:34][N:35](S(C2C=CC(C)=CC=2)(=O)=O)[CH2:36][CH2:37][N:38](S(C2C=CC(C)=CC=2)(=O)=O)[CH2:39][CH2:40][N:41](S(C2C=CC(C)=CC=2)(=O)=O)[CH2:42][CH3:43])[CH2:11][CH2:12][O:13][CH2:14][CH2:15][O:16][CH2:17][CH2:18][OH:19])(=O)=O)=CC=1.[Na+].[Na+].P(=O)(O)([O-])[O-].Cl, predict the reaction product. The product is: [CH2:18]([OH:19])[CH2:17][O:16][CH2:15][CH2:14][O:13][CH2:12][CH2:11][NH:10][CH2:20][CH2:21][NH:22][CH2:23][CH2:24][NH:25][CH2:26][CH2:27][CH2:28][CH2:29][CH2:30][CH2:31][CH2:32][CH2:33][CH2:34][NH:35][CH2:36][CH2:37][NH:38][CH2:39][CH2:40][NH:41][CH2:42][CH3:43]. (2) Given the reactants [F:1][C:2]([F:15])([F:14])[S:3]([O:6]S(C(F)(F)F)(=O)=O)(=[O:5])=[O:4].[Br:16][CH:17](O)[CH3:18].N1C(C)=CC=CC=1C, predict the reaction product. The product is: [Br:16][CH2:17][CH2:18][O:6][S:3]([C:2]([F:15])([F:14])[F:1])(=[O:4])=[O:5]. (3) Given the reactants [NH2:1][C:2]1[CH:10]=[CH:9][CH:8]=[C:7]2[C:3]=1[C:4](=[O:20])[N:5]([CH:12]1[CH2:17][CH2:16][C:15](=[O:18])[NH:14][C:13]1=[O:19])[C:6]2=[O:11].[C:21](Cl)(=[O:24])[CH2:22][CH3:23], predict the reaction product. The product is: [O:19]=[C:13]1[CH:12]([N:5]2[C:4](=[O:20])[C:3]3[C:7](=[CH:8][CH:9]=[CH:10][C:2]=3[NH:1][C:21](=[O:24])[CH2:22][CH3:23])[C:6]2=[O:11])[CH2:17][CH2:16][C:15](=[O:18])[NH:14]1. (4) Given the reactants [C:1]([C:3]1[C:12]2[C:7](=[CH:8][CH:9]=[CH:10][CH:11]=2)[C:6](F)=[CH:5][CH:4]=1)#[N:2].[C:14]([C:16]1([C:22]2[CH:27]=[CH:26][CH:25]=[CH:24][CH:23]=2)[CH2:21][CH2:20][NH:19][CH2:18][CH2:17]1)#[N:15], predict the reaction product. The product is: [C:1]([C:3]1[C:12]2[C:7](=[CH:8][CH:9]=[CH:10][CH:11]=2)[C:6]([N:19]2[CH2:18][CH2:17][C:16]([C:22]3[CH:27]=[CH:26][CH:25]=[CH:24][CH:23]=3)([C:14]#[N:15])[CH2:21][CH2:20]2)=[CH:5][CH:4]=1)#[N:2]. (5) Given the reactants [CH3:1][C:2]([NH:16][C:17](=[O:23])[O:18][C:19]([CH3:22])([CH3:21])[CH3:20])([C@H:4]1[CH2:8][CH2:7][N:6](CC2C=CC=CC=2)[CH2:5]1)[CH3:3], predict the reaction product. The product is: [CH3:3][C:2]([NH:16][C:17](=[O:23])[O:18][C:19]([CH3:22])([CH3:21])[CH3:20])([C@H:4]1[CH2:8][CH2:7][NH:6][CH2:5]1)[CH3:1]. (6) Given the reactants Br[C:2]1[CH:3]=[C:4]2[C:9](=[CH:10][N:11]=1)[N:8]([CH:12]1[CH2:17][CH2:16][CH2:15][CH2:14][CH2:13]1)[CH:7]=[C:6]([C:18]([O:20]CC)=[O:19])[C:5]2=[O:23].[CH2:24]([NH:26][C:27](=[O:47])[NH:28][C:29]1[N:34]=[CH:33][C:32](B(O)O)=[C:31]([C:38]2[S:39][CH:40]=[C:41]([C:43]([F:46])([F:45])[F:44])[N:42]=2)[CH:30]=1)[CH3:25].C(=O)([O-])[O-].[Cs+].[Cs+].[OH-].[Li+].Cl, predict the reaction product. The product is: [CH:12]1([N:8]2[C:9]3[C:4](=[CH:3][C:2]([C:32]4[CH:33]=[N:34][C:29]([NH:28][C:27]([NH:26][CH2:24][CH3:25])=[O:47])=[CH:30][C:31]=4[C:38]4[S:39][CH:40]=[C:41]([C:43]([F:46])([F:44])[F:45])[N:42]=4)=[N:11][CH:10]=3)[C:5](=[O:23])[C:6]([C:18]([OH:20])=[O:19])=[CH:7]2)[CH2:17][CH2:16][CH2:15][CH2:14][CH2:13]1.